Task: Predict the reactants needed to synthesize the given product.. Dataset: Full USPTO retrosynthesis dataset with 1.9M reactions from patents (1976-2016) (1) Given the product [Br:1][C:2]1[CH:3]=[CH:4][C:5]([NH:8][CH2:14][C:13]2[CH:16]=[CH:17][C:10]([Cl:9])=[CH:11][CH:12]=2)=[N:6][CH:7]=1, predict the reactants needed to synthesize it. The reactants are: [Br:1][C:2]1[CH:3]=[CH:4][C:5]([NH2:8])=[N:6][CH:7]=1.[Cl:9][C:10]1[CH:17]=[CH:16][C:13]([CH:14]=O)=[CH:12][CH:11]=1.C([SiH](CC)CC)C.FC(F)(F)C(O)=O. (2) Given the product [CH3:6][O:5][C:3](=[O:4])[CH:2]([CH2:19][C:18]1[CH:21]=[CH:22][C:15]([N+:12]([O-:14])=[O:13])=[CH:16][CH:17]=1)[C:1]([O:8][CH3:9])=[O:7], predict the reactants needed to synthesize it. The reactants are: [C:1]([O:8][CH3:9])(=[O:7])[CH2:2][C:3]([O:5][CH3:6])=[O:4].[H-].[Na+].[N+:12]([C:15]1[CH:22]=[CH:21][C:18]([CH2:19]Br)=[CH:17][CH:16]=1)([O-:14])=[O:13].Cl. (3) Given the product [Br:19][C:17]1[CH:18]=[C:13]([NH:1][C:2]2[CH:7]=[CH:6][N:5]=[C:4]([C:8]([OH:11])([CH3:9])[CH3:10])[N:3]=2)[C:14](=[O:21])[N:15]([CH3:20])[CH:16]=1, predict the reactants needed to synthesize it. The reactants are: [NH2:1][C:2]1[CH:7]=[CH:6][N:5]=[C:4]([C:8]([OH:11])([CH3:10])[CH3:9])[N:3]=1.Br[C:13]1[C:14](=[O:21])[N:15]([CH3:20])[CH:16]=[C:17]([Br:19])[CH:18]=1.CC1(C)C2C(=C(P(C3C=CC=CC=3)C3C=CC=CC=3)C=CC=2)OC2C(P(C3C=CC=CC=3)C3C=CC=CC=3)=CC=CC1=2.C([O-])([O-])=O.[Cs+].[Cs+]. (4) Given the product [C:1]([C:4]1[CH:8]=[C:7]([C:9]2[CH:14]=[CH:13][C:12]([C:15]([F:17])([F:18])[F:16])=[CH:11][CH:10]=2)[S:6][C:5]=1[CH2:19][OH:20])([CH3:3])=[CH2:2], predict the reactants needed to synthesize it. The reactants are: [C:1]([C:4]1[CH:8]=[C:7]([C:9]2[CH:14]=[CH:13][C:12]([C:15]([F:18])([F:17])[F:16])=[CH:11][CH:10]=2)[S:6][C:5]=1[CH:19]=[O:20])([CH3:3])=[CH2:2].[BH4-].[Na+]. (5) The reactants are: [CH2:1]([C:3]1[C:8]([CH2:9]C=O)=[CH:7][CH:6]=[CH:5][C:4]=1[C:12]1[CH:13]=[N:14][C:15]([C:18]2[CH:19]=[CH:20][C:21]([CH2:26][CH:27]([CH3:29])[CH3:28])=[C:22]([CH:25]=2)[C:23]#[N:24])=[N:16][CH:17]=1)[CH3:2].[CH3:30][NH:31][CH2:32][C:33]([O:35][CH3:36])=[O:34].[C:37](O)(=O)C.C(O[BH-](OC(=O)C)OC(=O)C)(=O)C.[Na+]. Given the product [C:23]([C:22]1[CH:25]=[C:18]([C:15]2[N:16]=[CH:17][C:12]([C:4]3[C:3]([CH2:1][CH3:2])=[C:8]([CH2:9][CH2:30][N:31]([CH3:37])[CH2:32][C:33]([O:35][CH3:36])=[O:34])[CH:7]=[CH:6][CH:5]=3)=[CH:13][N:14]=2)[CH:19]=[CH:20][C:21]=1[CH2:26][CH:27]([CH3:29])[CH3:28])#[N:24], predict the reactants needed to synthesize it. (6) Given the product [C:1]([NH:8][CH2:33][C:32]1[CH:35]=[CH:36][CH:29]=[CH:30][CH:31]=1)([O:3][C:4]([CH3:7])([CH3:6])[CH3:5])=[O:2], predict the reactants needed to synthesize it. The reactants are: [C:1]([NH:8]C1C=CC(C(F)(F)F)=CC=1C(O)=O)([O:3][C:4]([CH3:7])([CH3:6])[CH3:5])=[O:2].C([O-])([O-])=O.[K+].[K+].Cl[C:29]1[CH:36]=[CH:35][C:32]([CH2:33]Br)=[CH:31][CH:30]=1. (7) Given the product [NH:10]1[C:11]2[CH:16]=[CH:15][CH:14]=[CH:13][C:12]=2[N:8]=[C:9]1[C:17]1[C:25]2[C:20](=[CH:21][CH:22]=[C:23]([C:26]3[CH:31]=[CH:30][CH:29]=[C:28]([S:32]([CH3:35])(=[O:34])=[O:33])[CH:27]=3)[CH:24]=2)[NH:19][N:18]=1, predict the reactants needed to synthesize it. The reactants are: C(O)(C(F)(F)F)=O.[NH:8]1[C:12]2[CH:13]=[CH:14][CH:15]=[CH:16][C:11]=2[N:10]=[C:9]1[C:17]1[C:25]2[C:20](=[CH:21][CH:22]=[C:23]([C:26]3[CH:31]=[CH:30][CH:29]=[C:28]([S:32]([CH3:35])(=[O:34])=[O:33])[CH:27]=3)[CH:24]=2)[N:19](C2CCCCO2)[N:18]=1.